Dataset: Catalyst prediction with 721,799 reactions and 888 catalyst types from USPTO. Task: Predict which catalyst facilitates the given reaction. (1) Reactant: [Cl:1][C:2]1[N:10]=[C:9]2[C:5]([N:6]=[CH:7][N:8]2[C@@H:11]2[O:23][C@H:22]([CH2:24][O:25][C:26](=[O:28])[CH3:27])[C@@H:17]([O:18][C:19](=[O:21])[CH3:20])[C@H:12]2[O:13][C:14](=[O:16])[CH3:15])=[C:4](Cl)[N:3]=1.[Cl:30][C:31]1[CH:37]=[CH:36][C:34]([NH2:35])=[C:33]([F:38])[CH:32]=1.C1(P(C2C=CC=CC=2)C2C=CC=CC=2OC2C=CC=CC=2P(C2C=CC=CC=2)C2C=CC=CC=2)C=CC=CC=1.C(=O)([O-])[O-].[Cs+].[Cs+]. Product: [C:19]([O:18][C@H:17]1[C@@H:12]([O:13][C:14](=[O:16])[CH3:15])[C@H:11]([N:8]2[CH:7]=[N:6][C:5]3[C:9]2=[N:10][C:2]([Cl:1])=[N:3][C:4]=3[NH:35][C:34]2[CH:36]=[CH:37][C:31]([Cl:30])=[CH:32][C:33]=2[F:38])[O:23][C@@H:22]1[CH2:24][O:25][C:26](=[O:28])[CH3:27])(=[O:21])[CH3:20]. The catalyst class is: 164. (2) Reactant: [Cl:1][C:2]1[C:3]([C:27]([F:30])([F:29])[F:28])=[N:4][N:5]([CH2:8][C:9]([CH:11]2[CH2:16][CH2:15][N:14]([C:17]3[CH:22]=[C:21]([O:23]C)[C:20]([Cl:25])=[CH:19][C:18]=3[Cl:26])[CH2:13][CH2:12]2)=[O:10])[C:6]=1[CH3:7].B(Br)(Br)Br. Product: [Cl:1][C:2]1[C:3]([C:27]([F:30])([F:29])[F:28])=[N:4][N:5]([CH2:8][C:9]([CH:11]2[CH2:16][CH2:15][N:14]([C:17]3[CH:22]=[C:21]([OH:23])[C:20]([Cl:25])=[CH:19][C:18]=3[Cl:26])[CH2:13][CH2:12]2)=[O:10])[C:6]=1[CH3:7]. The catalyst class is: 2. (3) Reactant: C(OC([N:8]1[CH2:13][CH2:12][CH:11]([O:14][C:15]2[C:16]3[N:23]([CH2:24][CH3:25])[C:22]([C:26]4[C:30]([NH:31]C(OC(C)(C)C)=O)=[N:29][O:28][N:27]=4)=[N:21][C:17]=3[CH:18]=[N:19][CH:20]=2)[CH2:10][CH2:9]1)=O)(C)(C)C.C(O)(C(F)(F)F)=O. Product: [CH2:24]([N:23]1[C:16]2[C:15]([O:14][CH:11]3[CH2:10][CH2:9][NH:8][CH2:13][CH2:12]3)=[CH:20][N:19]=[CH:18][C:17]=2[N:21]=[C:22]1[C:26]1[C:30]([NH2:31])=[N:29][O:28][N:27]=1)[CH3:25]. The catalyst class is: 2.